The task is: Regression. Given a peptide amino acid sequence and an MHC pseudo amino acid sequence, predict their binding affinity value. This is MHC class I binding data.. This data is from Peptide-MHC class I binding affinity with 185,985 pairs from IEDB/IMGT. (1) The MHC is HLA-A31:01 with pseudo-sequence HLA-A31:01. The binding affinity (normalized) is 0.168. The peptide sequence is DLLFNEKLK. (2) The peptide sequence is SWIQNEFNK. The MHC is HLA-A33:01 with pseudo-sequence HLA-A33:01. The binding affinity (normalized) is 0.287.